Predict the reactants needed to synthesize the given product. From a dataset of Full USPTO retrosynthesis dataset with 1.9M reactions from patents (1976-2016). Given the product [C:1]1([CH2:7][N:8]2[CH2:13][CH2:12][O:11][CH:10]([CH2:14][NH:15][C:21](=[O:22])[O:20][C:17]([CH3:19])([CH3:18])[CH3:16])[CH2:9]2)[CH:2]=[CH:3][CH:4]=[CH:5][CH:6]=1, predict the reactants needed to synthesize it. The reactants are: [C:1]1([CH2:7][N:8]2[CH2:13][CH2:12][O:11][CH:10]([CH2:14][NH2:15])[CH2:9]2)[CH:6]=[CH:5][CH:4]=[CH:3][CH:2]=1.[CH3:16][C:17]([O:20][C:21](O[C:21]([O:20][C:17]([CH3:19])([CH3:18])[CH3:16])=[O:22])=[O:22])([CH3:19])[CH3:18].